Dataset: Forward reaction prediction with 1.9M reactions from USPTO patents (1976-2016). Task: Predict the product of the given reaction. (1) Given the reactants Br[C:2]1[CH:7]=[CH:6][C:5]([C:8]2[O:12][N:11]=[C:10]([CH3:13])[C:9]=2[CH:14]([O:24][Si:25]([C:28]([CH3:31])([CH3:30])[CH3:29])([CH3:27])[CH3:26])[CH2:15][CH2:16][CH2:17][C:18]2[CH:23]=[CH:22][CH:21]=[CH:20][CH:19]=2)=[CH:4][CH:3]=1.[CH2:32]([O:34][C:35]([C:37]1([C:40]2[CH:45]=[CH:44][C:43](B3OC(C)(C)C(C)(C)O3)=[CH:42][CH:41]=2)[CH2:39][CH2:38]1)=[O:36])[CH3:33], predict the reaction product. The product is: [CH2:32]([O:34][C:35]([C:37]1([C:40]2[CH:45]=[CH:44][C:43]([C:2]3[CH:7]=[CH:6][C:5]([C:8]4[O:12][N:11]=[C:10]([CH3:13])[C:9]=4[CH:14]([O:24][Si:25]([C:28]([CH3:31])([CH3:29])[CH3:30])([CH3:27])[CH3:26])[CH2:15][CH2:16][CH2:17][C:18]4[CH:19]=[CH:20][CH:21]=[CH:22][CH:23]=4)=[CH:4][CH:3]=3)=[CH:42][CH:41]=2)[CH2:38][CH2:39]1)=[O:36])[CH3:33]. (2) Given the reactants [NH2:1][C@H:2]1[C:7]([F:9])([F:8])[CH2:6][CH2:5][CH2:4][C@H:3]1[NH:10][C:11]1[N:12]=[C:13]([NH:19][C:20]2[CH:25]=[CH:24][CH:23]=[CH:22][CH:21]=2)[C:14]([C:17]#[N:18])=[N:15][CH:16]=1.[OH-].[Na+].OO.CC(O)=[O:32], predict the reaction product. The product is: [NH2:1][C@H:2]1[C:7]([F:8])([F:9])[CH2:6][CH2:5][CH2:4][C@H:3]1[NH:10][C:11]1[N:12]=[C:13]([NH:19][C:20]2[CH:25]=[CH:24][CH:23]=[CH:22][CH:21]=2)[C:14]([C:17]([NH2:18])=[O:32])=[N:15][CH:16]=1. (3) Given the reactants [F:1][C:2]1[CH:3]=[C:4](B(O)O)[CH:5]=[CH:6][C:7]=1[F:8].[CH3:12][O:13][C:14](=[O:22])[C:15]1[CH:20]=[CH:19][C:18](Br)=[CH:17][CH:16]=1.P([O-])([O-])([O-])=O.[K+].[K+].[K+], predict the reaction product. The product is: [CH3:12][O:13][C:14]([C:15]1[CH:20]=[CH:19][C:18]([C:4]2[CH:5]=[CH:6][C:7]([F:8])=[C:2]([F:1])[CH:3]=2)=[CH:17][CH:16]=1)=[O:22]. (4) The product is: [CH2:14]([O:16][C:17]1[N:22]=[CH:21][C:20]([C:23]2[C:24]([CH3:30])=[N:25][CH:26]=[C:27]([NH:29][C:8](=[O:10])[C:7]3[CH:11]=[CH:12][N:13]=[C:5]([C:2]([F:1])([CH3:3])[CH3:4])[CH:6]=3)[CH:28]=2)=[CH:19][C:18]=1[N:31]1[CH2:32][CH2:33][O:34][CH2:35][CH2:36]1)[CH3:15]. Given the reactants [F:1][C:2]([C:5]1[CH:6]=[C:7]([CH:11]=[CH:12][N:13]=1)[C:8]([OH:10])=O)([CH3:4])[CH3:3].[CH2:14]([O:16][C:17]1[N:22]=[CH:21][C:20]([C:23]2[C:24]([CH3:30])=[N:25][CH:26]=[C:27]([NH2:29])[CH:28]=2)=[CH:19][C:18]=1[N:31]1[CH2:36][CH2:35][O:34][CH2:33][CH2:32]1)[CH3:15].C(N(C(C)C)C(C)C)C.C(P1(=O)OP(=O)(CCC)OP(=O)(CCC)O1)CC, predict the reaction product. (5) Given the reactants [C:1]1([S:7]([N:10]2[C:18]3[C:13](=[CH:14][CH:15]=[C:16]([C:19](O)=[O:20])[CH:17]=3)[CH2:12][CH2:11]2)(=[O:9])=[O:8])[CH:6]=[CH:5][CH:4]=[CH:3][CH:2]=1.S(Cl)(Cl)=O.[CH3:26][O:27][C:28](=[O:36])[C:29]1[CH:34]=[CH:33][C:32]([NH2:35])=[CH:31][CH:30]=1, predict the reaction product. The product is: [CH3:26][O:27][C:28](=[O:36])[C:29]1[CH:34]=[CH:33][C:32]([NH:35][C:19]([C:16]2[CH:17]=[C:18]3[C:13]([CH2:12][CH2:11][N:10]3[S:7]([C:1]3[CH:6]=[CH:5][CH:4]=[CH:3][CH:2]=3)(=[O:9])=[O:8])=[CH:14][CH:15]=2)=[O:20])=[CH:31][CH:30]=1. (6) Given the reactants Br[C:2]1[C:11]([N:12]2[CH2:17][CH2:16][CH2:15][CH2:14][C@@H:13]2[CH3:18])=[N:10][C:9]2[C:4](=[CH:5][CH:6]=[C:7]([C:19]([O:21][CH3:22])=[O:20])[CH:8]=2)[N:3]=1.[CH3:23][C:24]1[NH:25][C:26]2[C:31]([CH:32]=1)=[CH:30][C:29](B1OC(C)(C)C(C)(C)O1)=[CH:28][CH:27]=2.C(=O)([O-])[O-].[Na+].[Na+].O, predict the reaction product. The product is: [CH3:23][C:24]1[NH:25][C:26]2[C:31]([CH:32]=1)=[CH:30][C:29]([C:2]1[C:11]([N:12]3[CH2:17][CH2:16][CH2:15][CH2:14][C@@H:13]3[CH3:18])=[N:10][C:9]3[C:4](=[CH:5][CH:6]=[C:7]([C:19]([O:21][CH3:22])=[O:20])[CH:8]=3)[N:3]=1)=[CH:28][CH:27]=2. (7) The product is: [Br:1][C:2]1[C:3]([NH:17][C@H:18]([CH:21]([CH3:23])[CH3:22])[CH2:19][OH:20])=[N:4][C:5]([NH:8][C:9]2[NH:13][C:12]([S:14]([CH3:16])(=[O:24])=[O:15])=[N:11][N:10]=2)=[N:6][CH:7]=1. Given the reactants [Br:1][C:2]1[C:3]([NH:17][C@H:18]([CH:21]([CH3:23])[CH3:22])[CH2:19][OH:20])=[N:4][C:5]([NH:8][C:9]2[NH:13][C:12]([S:14]([CH3:16])=[O:15])=[N:11][N:10]=2)=[N:6][CH:7]=1.[OH:24]OS([O-])=O.[K+], predict the reaction product. (8) The product is: [CH:1]1([C:6]2[CH:11]=[CH:10][C:9]([S:12]([NH:15][C:16]3[CH:20]=[CH:19][S:18][C:17]=3[C:21]([OH:23])=[O:22])(=[O:13])=[O:14])=[C:8]([F:25])[CH:7]=2)[CH2:2][CH2:3][CH2:4][CH2:5]1. Given the reactants [CH:1]1([C:6]2[CH:11]=[CH:10][C:9]([S:12]([NH:15][C:16]3[CH:20]=[CH:19][S:18][C:17]=3[C:21]([O:23]C)=[O:22])(=[O:14])=[O:13])=[C:8]([F:25])[CH:7]=2)[CH2:5][CH2:4][CH2:3][CH2:2]1.[OH-].[Na+], predict the reaction product.